From a dataset of Forward reaction prediction with 1.9M reactions from USPTO patents (1976-2016). Predict the product of the given reaction. (1) Given the reactants [Cl:1][C:2]1[CH:3]=[CH:4][C:5]([O:15][CH2:16][C:17]2[CH:22]=[CH:21][C:20]([Br:23])=[CH:19][C:18]=2[F:24])=[C:6]([C:8](=O)[CH2:9][CH2:10][C:11](=O)[CH3:12])[CH:7]=1.[NH2:25][C:26]1[CH:27]=[C:28]([CH:32]=[C:33]([Br:35])[CH:34]=1)[C:29]([OH:31])=[O:30].CC1C=CC(S(O)(=O)=O)=CC=1, predict the reaction product. The product is: [Cl:1][C:2]1[CH:3]=[CH:4][C:5]([O:15][CH2:16][C:17]2[CH:22]=[CH:21][C:20]([Br:23])=[CH:19][C:18]=2[F:24])=[C:6]([C:8]2[N:25]([C:26]3[CH:27]=[C:28]([CH:32]=[C:33]([Br:35])[CH:34]=3)[C:29]([OH:31])=[O:30])[C:11]([CH3:12])=[CH:10][CH:9]=2)[CH:7]=1. (2) Given the reactants [CH3:1][O:2][CH2:3][CH2:4][CH2:5][O:6][C:7]1[CH:15]=[CH:14][CH:13]=[CH:12][C:8]=1[C:9]([OH:11])=O.C(N(CC)CC)C.[NH2:23][CH2:24][C@H:25]([CH:42]([CH3:44])[CH3:43])[CH2:26][C@H:27]1[CH2:31][O:30][C:29]([CH3:33])([CH3:32])[N:28]1[NH:34][C:35]([O:37][C:38]([CH3:41])([CH3:40])[CH3:39])=[O:36].[OH-].[Na+], predict the reaction product. The product is: [CH3:1][O:2][CH2:3][CH2:4][CH2:5][O:6][C:7]1[CH:15]=[CH:14][CH:13]=[CH:12][C:8]=1[C:9]([NH:23][CH2:24][C@H:25]([CH:42]([CH3:44])[CH3:43])[CH2:26][C@H:27]1[CH2:31][O:30][C:29]([CH3:33])([CH3:32])[N:28]1[NH:34][C:35]([O:37][C:38]([CH3:41])([CH3:40])[CH3:39])=[O:36])=[O:11]. (3) Given the reactants [F:1][C:2]1([F:16])[O:6][C:5]2[CH:7]=[CH:8][C:9]([CH:11]=[CH:12][C:13]([NH2:15])=[O:14])=[CH:10][C:4]=2[O:3]1.[Cl:17][CH2:18][C:19]([CH2:21]Cl)=O, predict the reaction product. The product is: [Cl:17][CH2:18][C:19]1[N:15]=[C:13]([CH:12]=[CH:11][C:9]2[CH:8]=[CH:7][C:5]3[O:6][C:2]([F:1])([F:16])[O:3][C:4]=3[CH:10]=2)[O:14][CH:21]=1. (4) Given the reactants Cl.[CH2:2]([N:9]1[CH2:14][CH2:13][C@@H:12]([CH3:15])[C@H:11]([NH:16]P(=O)(OCC)OCC)[CH2:10]1)[C:3]1[CH:8]=[CH:7][CH:6]=[CH:5][CH:4]=1.[CH3:25][C:26]([O:29][C:30](O[C:30]([O:29][C:26]([CH3:28])([CH3:27])[CH3:25])=[O:31])=[O:31])([CH3:28])[CH3:27].C(OCC)(=O)C, predict the reaction product. The product is: [CH2:2]([N:9]1[CH2:14][CH2:13][C@@H:12]([CH3:15])[C@H:11]([NH:16][C:30](=[O:31])[O:29][C:26]([CH3:28])([CH3:27])[CH3:25])[CH2:10]1)[C:3]1[CH:4]=[CH:5][CH:6]=[CH:7][CH:8]=1. (5) Given the reactants Cl.C[N:3](C)[CH2:4][CH2:5][C:6]([C:8]1[CH:13]=[CH:12][C:11]([N+:14]([O-:16])=[O:15])=[CH:10][CH:9]=1)=O.O.[NH2:19]N, predict the reaction product. The product is: [N+:14]([C:11]1[CH:12]=[CH:13][C:8]([C:6]2[CH2:5][CH2:4][NH:3][N:19]=2)=[CH:9][CH:10]=1)([O-:16])=[O:15]. (6) Given the reactants [CH2:1]([N:8]1[C:16]2[C:11](=[CH:12][C:13]([NH:17][C:18]3[CH:27]=[CH:26][C:25]([CH:28]4[CH2:30][CH2:29]4)=[CH:24][C:19]=3[C:20]([O:22]C)=[O:21])=[CH:14][CH:15]=2)[CH:10]=[N:9]1)[C:2]1[CH:7]=[CH:6][CH:5]=[CH:4][CH:3]=1.[OH-].[Na+].O.Cl, predict the reaction product. The product is: [CH2:1]([N:8]1[C:16]2[C:11](=[CH:12][C:13]([NH:17][C:18]3[CH:27]=[CH:26][C:25]([CH:28]4[CH2:30][CH2:29]4)=[CH:24][C:19]=3[C:20]([OH:22])=[O:21])=[CH:14][CH:15]=2)[CH:10]=[N:9]1)[C:2]1[CH:3]=[CH:4][CH:5]=[CH:6][CH:7]=1.